From a dataset of Forward reaction prediction with 1.9M reactions from USPTO patents (1976-2016). Predict the product of the given reaction. (1) Given the reactants [CH3:1][O:2][C:3]1[CH:8]=[CH:7][C:6]([CH:9]2[C:13]([CH3:15])([CH3:14])[O:12][C:11](=[O:16])[N:10]2[C:17]2[CH:22]=[CH:21][N:20]=[C:19]([NH:23][C@H:24]([C:26]3[CH:31]=[CH:30][CH:29]=[CH:28][CH:27]=3)[CH3:25])[N:18]=2)=[CH:5][CH:4]=1.CO.N(CC)CC, predict the reaction product. The product is: [CH3:1][O:2][C:3]1[CH:4]=[CH:5][C:6]([C@H:9]2[C:13]([CH3:14])([CH3:15])[O:12][C:11](=[O:16])[N:10]2[C:17]2[CH:22]=[CH:21][N:20]=[C:19]([NH:23][C@H:24]([C:26]3[CH:31]=[CH:30][CH:29]=[CH:28][CH:27]=3)[CH3:25])[N:18]=2)=[CH:7][CH:8]=1.[CH3:1][O:2][C:3]1[CH:4]=[CH:5][C:6]([C@@H:9]2[C:13]([CH3:14])([CH3:15])[O:12][C:11](=[O:16])[N:10]2[C:17]2[CH:22]=[CH:21][N:20]=[C:19]([NH:23][C@H:24]([C:26]3[CH:31]=[CH:30][CH:29]=[CH:28][CH:27]=3)[CH3:25])[N:18]=2)=[CH:7][CH:8]=1. (2) The product is: [Cl:32][C:29]1[CH:30]=[CH:3][C:1]([O:5][C:6](=[O:20])[N:7]([CH2:9][C@H:10]2[CH2:11][CH2:12][C@H:13]([CH2:16][CH2:17][CH2:18][OH:19])[CH2:14][CH2:15]2)[CH3:8])=[CH:4][CH:28]=1. Given the reactants [C:1]([O:5][C:6](=[O:20])[N:7]([CH2:9][C@H:10]1[CH2:15][CH2:14][C@H:13]([CH2:16][CH2:17][CH2:18][OH:19])[CH2:12][CH2:11]1)[CH3:8])([CH3:4])([CH3:3])C.Cl.ClC(OC1C=[CH:30][C:29]([Cl:32])=[CH:28]C=1)=O, predict the reaction product. (3) Given the reactants CN1CCOCC1.[C:8]([C:10]1[CH:11]=[C:12]([NH:16][CH:17]([C:21]2[CH:26]=[CH:25][CH:24]=[CH:23][CH:22]=2)[C:18]([OH:20])=O)[CH:13]=[CH:14][CH:15]=1)#[N:9].[N:27]1([C:33]2[CH:39]=[CH:38][C:36]([NH2:37])=[CH:35][CH:34]=2)[CH2:32][CH2:31][O:30][CH2:29][CH2:28]1.Cl.CN(C)CCCN=C=NCC.O.OC1C2N=NNC=2C=CC=1, predict the reaction product. The product is: [C:8]([C:10]1[CH:11]=[C:12]([NH:16][CH:17]([C:21]2[CH:26]=[CH:25][CH:24]=[CH:23][CH:22]=2)[C:18]([NH:37][C:36]2[CH:35]=[CH:34][C:33]([N:27]3[CH2:32][CH2:31][O:30][CH2:29][CH2:28]3)=[CH:39][CH:38]=2)=[O:20])[CH:13]=[CH:14][CH:15]=1)#[N:9]. (4) Given the reactants [OH-].[Na+].C[O:4][C:5](=[O:24])[C:6]1[CH:11]=[CH:10][C:9]([CH:12]([OH:22])/[CH:13]=[CH:14]/[C:15]2[CH:20]=[CH:19][CH:18]=[C:17]([OH:21])[CH:16]=2)=[CH:8][C:7]=1[Cl:23], predict the reaction product. The product is: [Cl:23][C:7]1[CH:8]=[C:9]([CH:12]([OH:22])[CH:13]=[CH:14][C:15]2[CH:20]=[CH:19][CH:18]=[C:17]([OH:21])[CH:16]=2)[CH:10]=[CH:11][C:6]=1[C:5]([OH:24])=[O:4].